From a dataset of Forward reaction prediction with 1.9M reactions from USPTO patents (1976-2016). Predict the product of the given reaction. (1) Given the reactants [Cl:1][C:2]1[CH:7]=[C:6]([CH2:8][OH:9])[CH:5]=[CH:4][N:3]=1.[O:10]1[CH:15]=[CH:14][CH2:13][CH2:12][CH2:11]1.CC1C=CC(S(O)(=O)=O)=CC=1, predict the reaction product. The product is: [Cl:1][C:2]1[CH:7]=[C:6]([CH2:8][O:9][CH:11]2[CH2:12][CH2:13][CH2:14][CH2:15][O:10]2)[CH:5]=[CH:4][N:3]=1. (2) Given the reactants [C:1]([C:3]1[CH:4]=[C:5]([C:10]2[S:11][C:12]([C:15]3[CH:24]=[CH:23][CH:22]=[C:21]4[C:16]=3[CH2:17][CH2:18][CH2:19][C@H:20]4[NH:25][C:26](=[O:32])[O:27][C:28]([CH3:31])([CH3:30])[CH3:29])=[CH:13][N:14]=2)[CH:6]=[CH:7][C:8]=1F)#[N:2].[O:33]([CH:35]([CH3:37])[CH3:36])[Na], predict the reaction product. The product is: [C:1]([C:3]1[CH:4]=[C:5]([C:10]2[S:11][C:12]([C:15]3[CH:24]=[CH:23][CH:22]=[C:21]4[C:16]=3[CH2:17][CH2:18][CH2:19][C@H:20]4[NH:25][C:26](=[O:32])[O:27][C:28]([CH3:31])([CH3:30])[CH3:29])=[CH:13][N:14]=2)[CH:6]=[CH:7][C:8]=1[O:33][CH:35]([CH3:37])[CH3:36])#[N:2]. (3) Given the reactants [CH2:1]([N:3]=[C:4]=[O:5])C.Br[C:7]1C2SC(N[C:17]([NH:19][CH2:20]C)=[O:18])=NC=2C=C(I)C=1.Br[C:24]1C=C(I)C2SC(NC(NCC)=O)=NC=2C=1, predict the reaction product. The product is: [CH3:1][N:3]([CH:4]=[O:5])[CH3:7].[CH3:24][N:19]([CH3:20])[CH:17]=[O:18]. (4) Given the reactants C[Si]([N-][Si](C)(C)C)(C)C.[Li+].Br[C:12]1[CH:17]=[CH:16][C:15]([NH:18][C:19]2[N:20]=[CH:21][C:22]3[C:27](=[O:28])[NH:26][C:25]4([CH2:34][CH2:33][CH2:32][CH2:31][CH2:30][CH2:29]4)[C:23]=3[N:24]=2)=[CH:14][CH:13]=1.[NH:35]1[CH2:40][CH2:39][NH:38][CH2:37][CH2:36]1.COC1C=CC=C(OC)C=1C1C=CC=CC=1P(C1CCCCC1)C1CCCCC1, predict the reaction product. The product is: [N:35]1([C:12]2[CH:17]=[CH:16][C:15]([NH:18][C:19]3[N:20]=[CH:21][C:22]4[C:27](=[O:28])[NH:26][C:25]5([CH2:34][CH2:33][CH2:32][CH2:31][CH2:30][CH2:29]5)[C:23]=4[N:24]=3)=[CH:14][CH:13]=2)[CH2:40][CH2:39][NH:38][CH2:37][CH2:36]1.